From a dataset of Reaction yield outcomes from USPTO patents with 853,638 reactions. Predict the reaction yield, written as a fraction of the theoretical maximum amount of product (1.0 means a 100% yield; for example, 0.34 means a 34% yield). The reactants are [NH2:1][C:2]1[CH:6]=[CH:5][S:4][C:3]=1C(OC)=O.[OH-].[Na+].Cl.[C:14]([OH:19])(=[O:18])[C:15]([OH:17])=[O:16]. The catalyst is CCOCC. The product is [C:14]([OH:19])(=[O:18])[C:15]([OH:17])=[O:16].[NH2:1][C:2]1[CH:6]=[CH:5][S:4][CH:3]=1. The yield is 0.700.